This data is from Full USPTO retrosynthesis dataset with 1.9M reactions from patents (1976-2016). The task is: Predict the reactants needed to synthesize the given product. (1) Given the product [C:2]1([C:1]([C:8]2[CH:9]=[CH:10][CH:11]=[CH:12][CH:13]=2)=[N:14][NH:15][C:17]2[CH:22]=[CH:21][CH:20]=[CH:19][CH:18]=2)[CH:7]=[CH:6][CH:5]=[CH:4][CH:3]=1, predict the reactants needed to synthesize it. The reactants are: [C:1](=[N:14][NH2:15])([C:8]1[CH:13]=[CH:12][CH:11]=[CH:10][CH:9]=1)[C:2]1[CH:7]=[CH:6][CH:5]=[CH:4][CH:3]=1.Br[C:17]1[CH:22]=[CH:21][CH:20]=[CH:19][CH:18]=1. (2) Given the product [CH3:31][C@H:29]1[N:30]([C:2]2[N:7]=[C:6]([C:8]3[CH:13]=[CH:12][CH:11]=[CH:10][CH:9]=3)[CH:5]=[CH:4][N:3]=2)[C@@H:25]([CH3:24])[CH2:26][N:27]([C:32]([O:34][C:35]([CH3:37])([CH3:36])[CH3:38])=[O:33])[CH2:28]1, predict the reactants needed to synthesize it. The reactants are: Cl[C:2]1[N:7]=[C:6]([C:8]2[CH:13]=[CH:12][CH:11]=[CH:10][CH:9]=2)[CH:5]=[CH:4][N:3]=1.CC1(C)CCCC(C)(C)N1.[CH3:24][C@H:25]1[NH:30][C@@H:29]([CH3:31])[CH2:28][N:27]([C:32]([O:34][C:35]([CH3:38])([CH3:37])[CH3:36])=[O:33])[CH2:26]1.